Dataset: Experimentally validated miRNA-target interactions with 360,000+ pairs, plus equal number of negative samples. Task: Binary Classification. Given a miRNA mature sequence and a target amino acid sequence, predict their likelihood of interaction. (1) The miRNA is hsa-miR-16-5p with sequence UAGCAGCACGUAAAUAUUGGCG. The protein sequence of the target gene is MKRSEKPEGYRQMRPKTFPASNYTVSSRQMLQEIRESLRNLSKPSDAAKAEHNMSKMSTEDPRQVRNPPKFGTHHKALQEIRNSLLPFANETNSSRSTSEVNPQMLQDLQAAGFDEDMVIQALQKTNNRSIEAAIEFISKMSYQDPRREQMAAAAARPINASMKPGNVQQSVNRKQSWKGSKESLVPQRHGPPLGESVAYHSESPNSQTDVGRPLSGSGISAFVQAHPSNGQRVNPPPPPQVRSVTPPPPPRGQTPPPRGTTPPPPSWEPNSQTKRYSGNMEYVISRISPVPPGAWQEGY.... Result: 1 (interaction). (2) Result: 0 (no interaction). The miRNA is hsa-miR-6751-3p with sequence ACUGAGCCUCUCUCUCUCCAG. The protein sequence of the target gene is MLDGLKMEENFQSAIDTSASFSSLLGRAVSPKSVCEGCQRVILDRFLLRLNDSFWHEQCVQCASCKEPLETTCFYRDKKLYCKYDYEKLFAVKCGGCFEAIAPNEFVMRAQKSVYHLSCFCCCVCERQLQKGDEFVLKEGQLLCKGDYEKERELLSLVSPAASDSGKSDDEESLCKSAHGAGKGTAEEGKDHKRPKRPRTILTTQQRRAFKASFEVSSKPCRKVRETLAAETGLSVRVVQVWFQNQRAKMKKLARRQQQQQQDQQNTQRLSSAQTNGGGSAGMEGIMNPYTALPTPQQLL....